Dataset: Forward reaction prediction with 1.9M reactions from USPTO patents (1976-2016). Task: Predict the product of the given reaction. (1) Given the reactants [Br:1][CH:2]([CH:6]([CH3:8])[CH3:7])[C:3](O)=[O:4].Cl.[Cl:10][C:11]1[CH:16]=[CH:15][C:14]([CH:17]2[CH2:22][CH2:21][NH:20][CH2:19][CH2:18]2)=[CH:13][CH:12]=1.C1C=CC2N(O)N=NC=2C=1.CCN=C=NCCCN(C)C.CCN(C(C)C)C(C)C, predict the reaction product. The product is: [Br:1][CH:2]([CH:6]([CH3:8])[CH3:7])[C:3]([N:20]1[CH2:21][CH2:22][CH:17]([C:14]2[CH:13]=[CH:12][C:11]([Cl:10])=[CH:16][CH:15]=2)[CH2:18][CH2:19]1)=[O:4]. (2) Given the reactants [NH2:1][C:2]1[CH:9]=[CH:8][C:5]([C:6]#[N:7])=[C:4]([C:10]([F:13])([F:12])[F:11])[C:3]=1[CH3:14].[C:15]([C:23]1[CH:28]=[CH:27][CH:26]=[CH:25][CH:24]=1)(=O)[C:16]1[CH:21]=[CH:20][CH:19]=[CH:18][CH:17]=1, predict the reaction product. The product is: [C:16]1([C:15](=[N:1][C:2]2[CH:9]=[CH:8][C:5]([C:6]#[N:7])=[C:4]([C:10]([F:11])([F:12])[F:13])[C:3]=2[CH3:14])[C:23]2[CH:24]=[CH:25][CH:26]=[CH:27][CH:28]=2)[CH:21]=[CH:20][CH:19]=[CH:18][CH:17]=1. (3) Given the reactants Br[C:2]1[CH:42]=[CH:41][C:5]2[NH:6][C:7]([C@@H:9]([NH:33][C:34](=[O:40])[O:35][C:36]([CH3:39])([CH3:38])[CH3:37])[CH2:10][C:11](=[O:32])[NH:12][C:13]([C:26]3[CH:31]=[CH:30][CH:29]=[CH:28][CH:27]=3)([C:20]3[CH:25]=[CH:24][CH:23]=[CH:22][CH:21]=3)[C:14]3[CH:19]=[CH:18][CH:17]=[CH:16][CH:15]=3)=[N:8][C:4]=2[CH:3]=1.[Cl:43][C:44]1[CH:49]=[C:48]([C:50]#[N:51])[CH:47]=[CH:46][C:45]=1B(O)O.C(=O)([O-])[O-].[Na+].[Na+], predict the reaction product. The product is: [Cl:43][C:44]1[CH:49]=[C:48]([C:50]#[N:51])[CH:47]=[CH:46][C:45]=1[C:2]1[CH:42]=[CH:41][C:5]2[NH:6][C:7]([C@@H:9]([NH:33][C:34](=[O:40])[O:35][C:36]([CH3:39])([CH3:38])[CH3:37])[CH2:10][C:11](=[O:32])[NH:12][C:13]([C:14]3[CH:15]=[CH:16][CH:17]=[CH:18][CH:19]=3)([C:20]3[CH:21]=[CH:22][CH:23]=[CH:24][CH:25]=3)[C:26]3[CH:27]=[CH:28][CH:29]=[CH:30][CH:31]=3)=[N:8][C:4]=2[CH:3]=1. (4) Given the reactants Cl[C:2]1[N:7]=[CH:6][N:5]=[C:4]([C:8]([O:10][CH3:11])=[O:9])[CH:3]=1.Cl.[F:13][C:14]([F:21])([F:20])[O:15][CH:16]1[CH2:19][NH:18][CH2:17]1.CS(C)=O, predict the reaction product. The product is: [F:13][C:14]([F:21])([F:20])[O:15][CH:16]1[CH2:19][N:18]([C:2]2[N:7]=[CH:6][N:5]=[C:4]([C:8]([O:10][CH3:11])=[O:9])[CH:3]=2)[CH2:17]1. (5) Given the reactants C[O:2][C:3](=O)[CH2:4][C:5]1[N:6]=[C:7]([C:13]2[CH:18]=[CH:17][C:16]([C:19]([F:22])([F:21])[F:20])=[CH:15][CH:14]=2)[S:8][C:9]=1[CH2:10][CH2:11][CH3:12].[H-].[Al+3].[Li+].[H-].[H-].[H-], predict the reaction product. The product is: [CH2:10]([C:9]1[S:8][C:7]([C:13]2[CH:14]=[CH:15][C:16]([C:19]([F:20])([F:22])[F:21])=[CH:17][CH:18]=2)=[N:6][C:5]=1[CH2:4][CH2:3][OH:2])[CH2:11][CH3:12].